This data is from Forward reaction prediction with 1.9M reactions from USPTO patents (1976-2016). The task is: Predict the product of the given reaction. Given the reactants [CH:1]1([C@@H:4]([C:11]2[CH:16]=[CH:15][N:14]=[C:13]([O:17][CH2:18][CH:19]3[CH2:24][CH2:23][N:22]([C:25]4[CH:30]=[C:29]([O:31][CH3:32])[CH:28]=[CH:27][C:26]=4[C:33](=[O:46])[N:34]([CH2:41][C:42]([CH3:45])([CH3:44])[CH3:43])[C:35]4[CH:40]=[CH:39][CH:38]=[CH:37][N:36]=4)[CH2:21][CH2:20]3)[CH:12]=2)[CH2:5][C:6]([O:8]CC)=[O:7])[CH2:3][CH2:2]1.[OH-].[Na+].Cl, predict the reaction product. The product is: [CH:1]1([C@@H:4]([C:11]2[CH:16]=[CH:15][N:14]=[C:13]([O:17][CH2:18][CH:19]3[CH2:24][CH2:23][N:22]([C:25]4[CH:30]=[C:29]([O:31][CH3:32])[CH:28]=[CH:27][C:26]=4[C:33](=[O:46])[N:34]([CH2:41][C:42]([CH3:44])([CH3:43])[CH3:45])[C:35]4[CH:40]=[CH:39][CH:38]=[CH:37][N:36]=4)[CH2:21][CH2:20]3)[CH:12]=2)[CH2:5][C:6]([OH:8])=[O:7])[CH2:2][CH2:3]1.